The task is: Predict the product of the given reaction.. This data is from Forward reaction prediction with 1.9M reactions from USPTO patents (1976-2016). (1) The product is: [CH:30]1([C:33]([NH:1][C:2]2[N:3]=[C:4]3[CH:9]=[CH:8][C:7]([O:10][C:11]4[CH:16]=[CH:15][C:14]([NH:17][C:18](=[O:27])[O:19][CH2:20][C:21]5[CH:26]=[CH:25][CH:24]=[CH:23][CH:22]=5)=[C:13]([F:28])[CH:12]=4)=[CH:6][N:5]3[CH:29]=2)=[O:34])[CH2:32][CH2:31]1. Given the reactants [NH2:1][C:2]1[N:3]=[C:4]2[CH:9]=[CH:8][C:7]([O:10][C:11]3[CH:16]=[CH:15][C:14]([NH:17][C:18](=[O:27])[O:19][CH2:20][C:21]4[CH:26]=[CH:25][CH:24]=[CH:23][CH:22]=4)=[C:13]([F:28])[CH:12]=3)=[CH:6][N:5]2[CH:29]=1.[CH:30]1([C:33](Cl)=[O:34])[CH2:32][CH2:31]1.O.C(=O)([O-])O.[Na+], predict the reaction product. (2) Given the reactants [CH3:1][Si](C[Li])(C)C.[CH2:7]([NH:14][C:15]([C:17]1([C:21]([O:23]CC)=O)[CH2:20][CH2:19][CH2:18]1)=[O:16])[C:8]1[CH:13]=[CH:12][CH:11]=[CH:10][CH:9]=1, predict the reaction product. The product is: [C:21]([C:17]1([C:15]([NH:14][CH2:7][C:8]2[CH:9]=[CH:10][CH:11]=[CH:12][CH:13]=2)=[O:16])[CH2:18][CH2:19][CH2:20]1)(=[O:23])[CH3:1]. (3) Given the reactants Br[CH2:2][CH2:3][CH2:4][OH:5].[Cl:6][C:7]1[CH:12]=[C:11]([O:13][CH2:14][CH:15]=[C:16]([Cl:18])[Cl:17])[CH:10]=[C:9]([Cl:19])[C:8]=1[OH:20].O.[OH-].[Li+].S(=O)(=O)(O)O, predict the reaction product. The product is: [Cl:6][C:7]1[CH:12]=[C:11]([O:13][CH2:14][CH:15]=[C:16]([Cl:18])[Cl:17])[CH:10]=[C:9]([Cl:19])[C:8]=1[O:20][CH2:2][CH2:3][CH2:4][OH:5]. (4) Given the reactants Cl[C:2]1[C:7]2[N:8]=[C:9]([CH3:18])[N:10]([NH:11][CH:12]3[CH2:17][CH2:16][CH2:15][CH2:14][CH2:13]3)[C:6]=2[C:5]([CH3:19])=[C:4]([CH3:20])[N:3]=1.[CH3:21][O:22][C:23]1[CH:30]=[CH:29][C:26]([CH2:27][NH2:28])=[CH:25][CH:24]=1, predict the reaction product. The product is: [CH:12]1([NH:11][N:10]2[C:6]3[C:5]([CH3:19])=[C:4]([CH3:20])[N:3]=[C:2]([NH:28][CH2:27][C:26]4[CH:29]=[CH:30][C:23]([O:22][CH3:21])=[CH:24][CH:25]=4)[C:7]=3[N:8]=[C:9]2[CH3:18])[CH2:17][CH2:16][CH2:15][CH2:14][CH2:13]1. (5) Given the reactants [NH2:1][CH2:2][C:3]1[CH:16]=[CH:15][C:14]2[O:13][C:12]3[C:7]4=[C:8]([C:17](=[O:20])[NH:18][N:19]=[C:6]4[C:5]=2[CH:4]=1)[CH:9]=[CH:10][CH:11]=3.C(N(CC)CC)C.C([N:45]1[CH2:52][CH2:51][CH2:50][C@H:46]1[C:47](Cl)=[O:48])(OCC1C2C(=CC=CC=2)C2C1=CC=CC=2)=O.O, predict the reaction product. The product is: [O:20]=[C:17]1[C:8]2[CH:9]=[CH:10][CH:11]=[C:12]3[O:13][C:14]4[CH:15]=[CH:16][C:3]([CH2:2][NH:1][C:47]([CH:46]5[CH2:50][CH2:51][CH2:52][NH:45]5)=[O:48])=[CH:4][C:5]=4[C:6]([C:7]=23)=[N:19][NH:18]1. (6) Given the reactants [O:1](S(C(F)(F)F)(=O)=O)[S:2]([C:5]([F:8])([F:7])[F:6])(=[O:4])=[O:3].O[C:17]1[C:27]([N+:28]([O-:30])=[O:29])=[CH:26][C:20]([C:21]([O:23][CH2:24][CH3:25])=[O:22])=[CH:19][C:18]=1[O:31][CH3:32].N1C=CC=CC=1, predict the reaction product. The product is: [CH3:32][O:31][C:18]1[CH:19]=[C:20]([CH:26]=[C:27]([N+:28]([O-:30])=[O:29])[C:17]=1[O:1][S:2]([C:5]([F:8])([F:7])[F:6])(=[O:4])=[O:3])[C:21]([O:23][CH2:24][CH3:25])=[O:22].